Regression. Given a peptide amino acid sequence and an MHC pseudo amino acid sequence, predict their binding affinity value. This is MHC class I binding data. From a dataset of Peptide-MHC class I binding affinity with 185,985 pairs from IEDB/IMGT. (1) The peptide sequence is RMMASSMSQ. The MHC is HLA-A03:01 with pseudo-sequence HLA-A03:01. The binding affinity (normalized) is 0.0847. (2) The peptide sequence is PLWESATEV. The MHC is HLA-A02:50 with pseudo-sequence HLA-A02:50. The binding affinity (normalized) is 0.738. (3) The peptide sequence is RIRTWKSLVK. The MHC is HLA-B44:02 with pseudo-sequence HLA-B44:02. The binding affinity (normalized) is 0. (4) The peptide sequence is VMGGNAAEA. The MHC is HLA-A31:01 with pseudo-sequence HLA-A31:01. The binding affinity (normalized) is 0.0847. (5) The peptide sequence is TQSRDLEDFK. The MHC is HLA-A68:01 with pseudo-sequence HLA-A68:01. The binding affinity (normalized) is 0.0503. (6) The peptide sequence is RISGVDRYY. The MHC is HLA-A30:02 with pseudo-sequence HLA-A30:02. The binding affinity (normalized) is 0.680. (7) The peptide sequence is IPQSLDSWWTS. The MHC is H-2-Ld with pseudo-sequence H-2-Ld. The binding affinity (normalized) is 0.196. (8) The peptide sequence is LTAGFLIFL. The MHC is HLA-B18:01 with pseudo-sequence HLA-B18:01. The binding affinity (normalized) is 0. (9) The peptide sequence is TPLHKYCVNL. The MHC is HLA-B51:01 with pseudo-sequence HLA-B51:01. The binding affinity (normalized) is 0.0275.